From a dataset of Full USPTO retrosynthesis dataset with 1.9M reactions from patents (1976-2016). Predict the reactants needed to synthesize the given product. Given the product [CH2:35]([C:22]1[N:21]([CH2:20][CH2:19][O:11][C:8]2[CH:9]=[CH:10][C:5]([NH:4][C:1](=[O:3])[CH3:2])=[CH:6][CH:7]=2)[C:26](=[O:27])[C:25]2[N:28]([CH3:34])[N:29]=[C:30]([CH2:31][CH2:32][CH3:33])[C:24]=2[N:23]=1)[CH3:36], predict the reactants needed to synthesize it. The reactants are: [C:1]([NH:4][C:5]1[CH:10]=[CH:9][C:8]([OH:11])=[CH:7][CH:6]=1)(=[O:3])[CH3:2].C(=O)([O-])[O-].[K+].[K+].Cl[CH2:19][CH2:20][N:21]1[C:26](=[O:27])[C:25]2[N:28]([CH3:34])[N:29]=[C:30]([CH2:31][CH2:32][CH3:33])[C:24]=2[N:23]=[C:22]1[CH2:35][CH3:36].C(OCC)(=O)C.